This data is from NCI-60 drug combinations with 297,098 pairs across 59 cell lines. The task is: Regression. Given two drug SMILES strings and cell line genomic features, predict the synergy score measuring deviation from expected non-interaction effect. (1) Drug 1: C1CC(=O)NC(=O)C1N2CC3=C(C2=O)C=CC=C3N. Drug 2: CN(C(=O)NC(C=O)C(C(C(CO)O)O)O)N=O. Cell line: OVCAR-5. Synergy scores: CSS=5.29, Synergy_ZIP=-0.826, Synergy_Bliss=0.158, Synergy_Loewe=0.527, Synergy_HSA=1.07. (2) Drug 1: C1CCC(CC1)NC(=O)N(CCCl)N=O. Drug 2: CC1C(C(CC(O1)OC2CC(CC3=C2C(=C4C(=C3O)C(=O)C5=C(C4=O)C(=CC=C5)OC)O)(C(=O)CO)O)N)O.Cl. Cell line: HCC-2998. Synergy scores: CSS=40.9, Synergy_ZIP=2.57, Synergy_Bliss=-0.465, Synergy_Loewe=-12.3, Synergy_HSA=0.626. (3) Cell line: U251. Drug 1: CCN(CC)CCCC(C)NC1=C2C=C(C=CC2=NC3=C1C=CC(=C3)Cl)OC. Drug 2: C1CNP(=O)(OC1)N(CCCl)CCCl. Synergy scores: CSS=37.4, Synergy_ZIP=-7.91, Synergy_Bliss=-2.98, Synergy_Loewe=-45.5, Synergy_HSA=-1.03. (4) Drug 1: C1CC(=O)NC(=O)C1N2CC3=C(C2=O)C=CC=C3N. Drug 2: C1=NNC2=C1C(=O)NC=N2. Cell line: EKVX. Synergy scores: CSS=15.6, Synergy_ZIP=-0.215, Synergy_Bliss=4.47, Synergy_Loewe=6.31, Synergy_HSA=6.78. (5) Drug 1: C1=CC(=C2C(=C1NCCNCCO)C(=O)C3=C(C=CC(=C3C2=O)O)O)NCCNCCO. Drug 2: CS(=O)(=O)CCNCC1=CC=C(O1)C2=CC3=C(C=C2)N=CN=C3NC4=CC(=C(C=C4)OCC5=CC(=CC=C5)F)Cl. Cell line: NCIH23. Synergy scores: CSS=60.9, Synergy_ZIP=11.0, Synergy_Bliss=11.4, Synergy_Loewe=-22.6, Synergy_HSA=10.7. (6) Drug 1: CC(C1=C(C=CC(=C1Cl)F)Cl)OC2=C(N=CC(=C2)C3=CN(N=C3)C4CCNCC4)N. Drug 2: CC1=C(C(=CC=C1)Cl)NC(=O)C2=CN=C(S2)NC3=CC(=NC(=N3)C)N4CCN(CC4)CCO. Cell line: HOP-62. Synergy scores: CSS=39.4, Synergy_ZIP=13.9, Synergy_Bliss=18.7, Synergy_Loewe=13.4, Synergy_HSA=17.4. (7) Drug 1: C1CCN(CC1)CCOC2=CC=C(C=C2)C(=O)C3=C(SC4=C3C=CC(=C4)O)C5=CC=C(C=C5)O. Drug 2: CC12CCC3C(C1CCC2OP(=O)(O)O)CCC4=C3C=CC(=C4)OC(=O)N(CCCl)CCCl.[Na+]. Cell line: NCIH23. Synergy scores: CSS=-4.47, Synergy_ZIP=3.37, Synergy_Bliss=-1.65, Synergy_Loewe=-8.00, Synergy_HSA=-7.61. (8) Drug 1: CN(CCCl)CCCl.Cl. Drug 2: N.N.Cl[Pt+2]Cl. Cell line: OVCAR3. Synergy scores: CSS=33.8, Synergy_ZIP=-1.14, Synergy_Bliss=0.358, Synergy_Loewe=-4.37, Synergy_HSA=0.520. (9) Drug 1: CNC(=O)C1=CC=CC=C1SC2=CC3=C(C=C2)C(=NN3)C=CC4=CC=CC=N4. Drug 2: CC1C(C(CC(O1)OC2CC(CC3=C2C(=C4C(=C3O)C(=O)C5=C(C4=O)C(=CC=C5)OC)O)(C(=O)C)O)N)O.Cl. Cell line: NCI-H522. Synergy scores: CSS=50.5, Synergy_ZIP=14.7, Synergy_Bliss=16.9, Synergy_Loewe=12.6, Synergy_HSA=18.0. (10) Drug 1: CC12CCC(CC1=CCC3C2CCC4(C3CC=C4C5=CN=CC=C5)C)O. Drug 2: CC1CCC2CC(C(=CC=CC=CC(CC(C(=O)C(C(C(=CC(C(=O)CC(OC(=O)C3CCCCN3C(=O)C(=O)C1(O2)O)C(C)CC4CCC(C(C4)OC)OCCO)C)C)O)OC)C)C)C)OC. Cell line: A498. Synergy scores: CSS=12.4, Synergy_ZIP=-4.34, Synergy_Bliss=-1.31, Synergy_Loewe=-18.6, Synergy_HSA=-3.12.